This data is from Forward reaction prediction with 1.9M reactions from USPTO patents (1976-2016). The task is: Predict the product of the given reaction. (1) Given the reactants [F:1][C:2]1[CH:3]=[C:4]([C:12]([N:14](OC)C)=O)[CH:5]=[C:6]2[C:11]=1[N:10]=[CH:9][CH:8]=[CH:7]2.FC1C=C(C(O)=O)C=[C:23]2[C:28]=1[N:27]=C[CH:25]=[CH:24]2.F[P-](F)(F)(F)(F)F.N1(O[P+](N(C)C)(N(C)C)N(C)C)[C:43]2[CH:44]=[CH:45][CH:46]=[CH:47][C:42]=2N=N1.CCN(C(C)C)C(C)C.Cl.CN[O:71]C, predict the reaction product. The product is: [F:1][C:2]1[CH:3]=[C:4]([CH:12]=[N:14][NH:27][C:28]([C@@H:23]2[CH2:24][C@H:25]2[C:42]2[CH:43]=[CH:44][CH:45]=[CH:46][CH:47]=2)=[O:71])[CH:5]=[C:6]2[C:11]=1[N:10]=[CH:9][CH:8]=[CH:7]2. (2) Given the reactants [F:1][C:2]1[CH:43]=[CH:42][CH:41]=[C:40]([F:44])[C:3]=1[CH2:4][N:5]1[C:10]2[S:11][C:12]([C:18]3[CH:23]=[CH:22][C:21]([NH:24][C:25]([NH:27][O:28][CH3:29])=[O:26])=[CH:20][CH:19]=3)=[C:13]([CH2:14][N:15]([CH3:17])[CH3:16])[C:9]=2[C:8](=[O:30])[N:7]([C:31]2[N:32]=[N:33][C:34]([O:37]C)=[CH:35][CH:36]=2)[C:6]1=[O:39].Cl.C(=O)(O)[O-].[Na+].O, predict the reaction product. The product is: [F:1][C:2]1[CH:43]=[CH:42][CH:41]=[C:40]([F:44])[C:3]=1[CH2:4][N:5]1[C:10]2[S:11][C:12]([C:18]3[CH:23]=[CH:22][C:21]([NH:24][C:25]([NH:27][O:28][CH3:29])=[O:26])=[CH:20][CH:19]=3)=[C:13]([CH2:14][N:15]([CH3:16])[CH3:17])[C:9]=2[C:8](=[O:30])[N:7]([C:31]2[CH:36]=[CH:35][C:34](=[O:37])[NH:33][N:32]=2)[C:6]1=[O:39]. (3) The product is: [F:1][C:2]1[CH:7]=[CH:6][CH:5]=[CH:4][C:3]=1[S:8]([C:9]1[CH:10]=[CH:11][C:12]([N:15]2[CH:19]=[C:18]([NH:20][C:21]([NH2:23])=[O:22])[C:17]([C:24](=[O:26])[NH2:25])=[N:16]2)=[CH:13][CH:14]=1)(=[O:29])=[O:33]. Given the reactants [F:1][C:2]1[CH:7]=[CH:6][CH:5]=[CH:4][C:3]=1[S:8][C:9]1[CH:14]=[CH:13][C:12]([N:15]2[CH:19]=[C:18]([NH:20][C:21]([NH2:23])=[O:22])[C:17]([C:24](=[O:26])[NH2:25])=[N:16]2)=[CH:11][CH:10]=1.C(O)(=[O:29])C.OO.[OH2:33], predict the reaction product.